Dataset: Full USPTO retrosynthesis dataset with 1.9M reactions from patents (1976-2016). Task: Predict the reactants needed to synthesize the given product. (1) Given the product [CH2:10]([O:17][C:18]1[CH:19]=[CH:20][C:21]([C:22]([NH:48][CH:49]([CH3:70])[C:50](=[O:51])[N:52]2[CH2:53][CH2:54][N:55]([C:58](=[O:69])[C:59]3[CH:64]=[CH:63][CH:62]=[CH:61][C:60]=3[C:65]([F:66])([F:68])[F:67])[CH2:56][CH2:57]2)=[O:24])=[CH:25][CH:26]=1)[C:11]1[CH:12]=[CH:13][CH:14]=[CH:15][CH:16]=1, predict the reactants needed to synthesize it. The reactants are: CCN(C(C)C)C(C)C.[CH2:10]([O:17][C:18]1[CH:26]=[CH:25][C:21]([C:22]([OH:24])=O)=[CH:20][CH:19]=1)[C:11]1[CH:16]=[CH:15][CH:14]=[CH:13][CH:12]=1.C1C=CC2N(O)N=NC=2C=1.CCN=C=NCCCN(C)C.[NH2:48][CH:49]([CH3:70])[C:50]([N:52]1[CH2:57][CH2:56][N:55]([C:58](=[O:69])[C:59]2[CH:64]=[CH:63][CH:62]=[CH:61][C:60]=2[C:65]([F:68])([F:67])[F:66])[CH2:54][CH2:53]1)=[O:51]. (2) Given the product [NH2:17][C:15]1[N:14]=[CH:13][N:12]=[C:11]2[N:10]([C:24](=[O:26])[CH3:25])[N:9]=[C:8]([C:5]3[CH:6]=[CH:7][C:2]([Cl:1])=[CH:3][CH:4]=3)[C:16]=12, predict the reactants needed to synthesize it. The reactants are: [Cl:1][C:2]1[CH:7]=[CH:6][C:5]([C:8]2[C:16]3[C:11](=[N:12][CH:13]=[N:14][C:15]=3[NH2:17])[NH:10][N:9]=2)=[CH:4][CH:3]=1.N1C=CC=CC=1.[C:24](Cl)(=[O:26])[CH3:25].O. (3) Given the product [F:19][C:2]1([F:1])[CH2:3][N:4]([C:6]2[CH:7]=[CH:8][C:9]([C:16]([N:25]3[CH2:26][C:22]([F:30])([F:21])[CH2:23][C@H:24]3[C:27]([NH2:29])=[O:28])=[O:18])=[N:10][C:11]=2[O:12][CH2:13][CH2:14][F:15])[CH2:5]1, predict the reactants needed to synthesize it. The reactants are: [F:1][C:2]1([F:19])[CH2:5][N:4]([C:6]2[CH:7]=[CH:8][C:9]([C:16]([OH:18])=O)=[N:10][C:11]=2[O:12][CH2:13][CH2:14][F:15])[CH2:3]1.Cl.[F:21][C:22]1([F:30])[CH2:26][NH:25][C@H:24]([C:27]([NH2:29])=[O:28])[CH2:23]1.